From a dataset of Catalyst prediction with 721,799 reactions and 888 catalyst types from USPTO. Predict which catalyst facilitates the given reaction. (1) Reactant: [CH3:1][C:2]1[N:6]2[C:7]3[CH:13]=[C:12]([CH3:14])[N:11]([S:15]([C:18]4[CH:23]=[CH:22][CH:21]=[CH:20][CH:19]=4)(=[O:17])=[O:16])[C:8]=3[CH:9]=[CH:10][C:5]2=[N:4][N:3]=1.[Br:24]N1C(=O)CCC1=O. Product: [Br:24][C:10]1[C:5]2[N:6]([C:2]([CH3:1])=[N:3][N:4]=2)[C:7]2[CH:13]=[C:12]([CH3:14])[N:11]([S:15]([C:18]3[CH:23]=[CH:22][CH:21]=[CH:20][CH:19]=3)(=[O:17])=[O:16])[C:8]=2[CH:9]=1. The catalyst class is: 279. (2) Reactant: [I:1][C:2]1[C:3]2[CH2:13]C3C(=CC=C(C(OC)=O)C=3)C=2[NH:5][N:6]=1.[CH3:18][Mg+].[Br-].[CH2:21]1[CH2:25][O:24]CC1.[C:26]1([CH3:32])[CH:31]=[CH:30][CH:29]=[CH:28][CH:27]=1. Product: [I:1][C:2]1[C:3]2[CH2:13][C:31]3[C:26](=[CH:27][CH:28]=[C:29]([C:25]([OH:24])([CH3:21])[CH3:18])[CH:30]=3)[C:32]=2[NH:5][N:6]=1. The catalyst class is: 1. (3) Reactant: OOS([O-])=O.[K+].[Na+].[Br-:8].CC(C)=O.[CH3:13][O:14][C:15]1[CH:20]=[CH:19][C:18]([C:21](=[O:23])[CH3:22])=[C:17]([CH3:24])[CH:16]=1. Product: [Br:8][C:20]1[C:15]([O:14][CH3:13])=[CH:16][C:17]([CH3:24])=[C:18]([C:21](=[O:23])[CH3:22])[CH:19]=1. The catalyst class is: 84. (4) Reactant: [Cl:1][C:2]1[CH:7]=[CH:6][C:5]([S:8]([N:11]([C:15]2[C:16]([C:22](=[O:35])[C:23]3[CH:28]=[CH:27][CH:26]=[CH:25][C:24]=3[N:29]([S:31]([CH3:34])(=[O:33])=[O:32])[CH3:30])=[N:17][CH:18]=[C:19]([Cl:21])[CH:20]=2)COC)(=[O:10])=[O:9])=[CH:4][C:3]=1[C:36]([F:39])([F:38])[F:37].O. Product: [Cl:1][C:2]1[CH:7]=[CH:6][C:5]([S:8]([NH:11][C:15]2[C:16]([C:22](=[O:35])[C:23]3[CH:28]=[CH:27][CH:26]=[CH:25][C:24]=3[N:29]([S:31]([CH3:34])(=[O:33])=[O:32])[CH3:30])=[N:17][CH:18]=[C:19]([Cl:21])[CH:20]=2)(=[O:9])=[O:10])=[CH:4][C:3]=1[C:36]([F:39])([F:37])[F:38]. The catalyst class is: 89. (5) Reactant: [Cl:1][C:2]1[C:7]2[C:8](=[O:22])[N:9]([CH2:11][C:12]3[CH:17]=[CH:16][C:15]([O:18][CH3:19])=[CH:14][C:13]=3[O:20][CH3:21])[CH2:10][C:6]=2[C:5]([F:23])=[C:4](Cl)[N:3]=1.Cl.[NH2:26][C@@H:27]([CH2:32][CH:33]([CH3:35])[CH3:34])[C:28]([O:30][CH3:31])=[O:29].C(N(C)C(C)C)(C)C. Product: [Cl:1][C:2]1[C:7]2[C:8](=[O:22])[N:9]([CH2:11][C:12]3[CH:17]=[CH:16][C:15]([O:18][CH3:19])=[CH:14][C:13]=3[O:20][CH3:21])[CH2:10][C:6]=2[C:5]([F:23])=[C:4]([NH:26][C@H:27]([CH2:32][CH:33]([CH3:35])[CH3:34])[C:28]([O:30][CH3:31])=[O:29])[N:3]=1. The catalyst class is: 10. (6) Reactant: COC(=O)[O-].[CH3:6][NH+:7]1[CH2:11][CH:10]([CH3:12])[N:9]([CH3:13])[CH:8]1[CH3:14].[CH3:15][C:16]1[CH:17]=[C:18]([C:25]([OH:27])=[O:26])[C:19](=[CH:23][CH:24]=1)[C:20]([OH:22])=[O:21].C(=O)=O. Product: [CH3:15][C:16]1[CH:17]=[C:18]([C:25]([O-:27])=[O:26])[C:19](=[CH:23][CH:24]=1)[C:20]([O-:22])=[O:21].[CH3:6][NH+:7]1[CH2:11][CH:10]([CH3:12])[N:9]([CH3:13])[CH:8]1[CH3:14].[CH3:6][NH+:7]1[CH2:11][CH:10]([CH3:12])[N:9]([CH3:13])[CH:8]1[CH3:14]. The catalyst class is: 5. (7) The catalyst class is: 4. Reactant: F[B-](F)(F)F.[CH3:6][O+](C)C.[CH2:10]([O:12][C:13]([CH:15]1[CH2:20][CH2:19][NH:18][C:17](=[O:21])[CH2:16]1)=[O:14])[CH3:11].C(=O)(O)[O-].[Na+]. Product: [CH2:10]([O:12][C:13]([CH:15]1[CH2:20][CH2:19][N:18]=[C:17]([O:21][CH3:6])[CH2:16]1)=[O:14])[CH3:11]. (8) Reactant: [NH2:1][C:2]([C:4]1[CH:5]=[C:6](Br)[CH:7]=[C:8]2[C:12]=1[NH:11][N:10]=[C:9]2[CH:13]1[CH2:18][CH2:17][N:16]([C:19]([O:21][C:22]([CH3:25])([CH3:24])[CH3:23])=[O:20])[CH2:15][CH2:14]1)=[O:3].[C:27]([NH:30][C:31]1[CH:32]=[C:33](B(O)O)[CH:34]=[CH:35][CH:36]=1)(=[O:29])[CH3:28].C(=O)([O-])[O-].[Cs+].[Cs+]. Product: [C:27]([NH:30][C:31]1[CH:36]=[C:35]([C:6]2[CH:7]=[C:8]3[C:12](=[C:4]([C:2]([NH2:1])=[O:3])[CH:5]=2)[NH:11][N:10]=[C:9]3[CH:13]2[CH2:18][CH2:17][N:16]([C:19]([O:21][C:22]([CH3:25])([CH3:24])[CH3:23])=[O:20])[CH2:15][CH2:14]2)[CH:34]=[CH:33][CH:32]=1)(=[O:29])[CH3:28]. The catalyst class is: 70.